Dataset: Full USPTO retrosynthesis dataset with 1.9M reactions from patents (1976-2016). Task: Predict the reactants needed to synthesize the given product. (1) Given the product [N:29]1[N:30]=[C:31]([C:38]2[CH:47]=[CH:46][C:45]3[C:40](=[C:41]([O:9][C@H:8]4[C@@H:2]([F:1])[CH2:3][CH2:4][N:5]([C:22]([O:24][C:25]([CH3:26])([CH3:27])[CH3:28])=[O:23])[CH2:6][CH2:7]4)[CH:42]=[C:43]([F:48])[CH:44]=3)[N:39]=2)[N:32]2[CH:37]=[CH:36][CH:35]=[CH:34][C:33]=12, predict the reactants needed to synthesize it. The reactants are: [F:1][C@H:2]1[C@H:8]([O:9]S(C2C=CC([N+]([O-])=O)=CC=2)(=O)=O)[CH2:7][CH2:6][N:5]([C:22]([O:24][C:25]([CH3:28])([CH3:27])[CH3:26])=[O:23])[CH2:4][CH2:3]1.[N:29]1[N:30]=[C:31]([C:38]2[CH:47]=[CH:46][C:45]3[C:40](=[C:41](O)[CH:42]=[C:43]([F:48])[CH:44]=3)[N:39]=2)[N:32]2[CH:37]=[CH:36][CH:35]=[CH:34][C:33]=12.C(N=C(N(C)C)N(C)C)(C)(C)C. (2) Given the product [F:38][C:39]1[CH:40]=[C:41]([CH:59]=[CH:60][CH:61]=1)[CH2:42][N:43]1[C:47]([CH3:48])=[C:46]([C:29]2[C:23]3[C:24](=[N:25][CH:26]=[C:21]([C:15]4[CH:16]=[N:17][C:18]([O:19][CH3:20])=[C:13]([NH:8][S:9]([CH3:12])(=[O:11])=[O:10])[CH:14]=4)[CH:22]=3)[N:27]([C:31]([O:33][C:34]([CH3:37])([CH3:36])[CH3:35])=[O:32])[CH:28]=2)[C:45]([CH3:58])=[N:44]1, predict the reactants needed to synthesize it. The reactants are: C(OC([N:8]([C:13]1[CH:14]=[C:15]([C:21]2[CH:22]=[C:23]3[C:29](I)=[CH:28][N:27]([C:31]([O:33][C:34]([CH3:37])([CH3:36])[CH3:35])=[O:32])[C:24]3=[N:25][CH:26]=2)[CH:16]=[N:17][C:18]=1[O:19][CH3:20])[S:9]([CH3:12])(=[O:11])=[O:10])=O)(C)(C)C.[F:38][C:39]1[CH:40]=[C:41]([CH:59]=[CH:60][CH:61]=1)[CH2:42][N:43]1[C:47]([CH3:48])=[C:46](B2OC(C)(C)C(C)(C)O2)[C:45]([CH3:58])=[N:44]1.C(=O)([O-])[O-].[Na+].[Na+]. (3) The reactants are: [CH3:1][N:2]1[CH2:7][CH2:6]O[CH2:4][CH2:3]1.F[C:9](F)(F)[C:10](O)=O.[C:15]([O:19][CH3:20])(=[O:18])C=C.[CH2:21]1[CH2:25]O[CH2:23][CH2:22]1. Given the product [CH3:20][O:19][C:15]([CH:6]1[CH2:4][CH2:3][N:2]([CH2:1][C:10]2[CH:9]=[CH:23][CH:22]=[CH:21][CH:25]=2)[CH2:7]1)=[O:18], predict the reactants needed to synthesize it. (4) Given the product [OH:23][C:9]1[C:10]2[C:15](=[CH:14][CH:13]=[CH:12][C:11]=2[O:16][C:17]2[CH:22]=[CH:21][CH:20]=[CH:19][CH:18]=2)[C:6]([CH3:5])=[N:7][C:8]=1[C:24]([O:26][CH3:27])=[O:25], predict the reactants needed to synthesize it. The reactants are: C(O[CH2:5][C:6]1[C:15]2[C:10](=[C:11]([O:16][C:17]3[CH:22]=[CH:21][CH:20]=[CH:19][CH:18]=3)[CH:12]=[CH:13][CH:14]=2)[C:9]([OH:23])=[C:8]([C:24]([O:26][CH3:27])=[O:25])[N:7]=1)(=O)C.C([O-])([O-])=O.[Na+].[Na+].